Predict the product of the given reaction. From a dataset of Forward reaction prediction with 1.9M reactions from USPTO patents (1976-2016). (1) The product is: [CH3:24][O:25][C:26]1[CH:27]=[C:28]([C:29]2[O:31][C:9]3[CH2:10][N:11]([C:16]4[CH:17]=[CH:18][CH:21]=[CH:22][N:37]=4)[CH2:12][CH2:13][C:14]=3[N:15]=2)[CH:32]=[CH:33][CH:34]=1. Given the reactants N1C=CC=CC=1C1O[C:9]2[CH2:10][N:11]([C:16]3[CH:17]=[C:18]([CH:21]=[CH:22]C=3)C#N)[CH2:12][CH2:13][C:14]=2[N:15]=1.[CH3:24][O:25][C:26]1[CH:27]=[C:28]([CH:32]=[CH:33][CH:34]=1)[C:29]([OH:31])=O.BrC1C=CC=C[N:37]=1, predict the reaction product. (2) Given the reactants Cl.[NH2:2][C:3]1[C:4]2[C:14]([O:15][CH2:16][C@H:17]3[CH2:22][CH2:21][CH2:20][NH:19][CH2:18]3)=[CH:13][CH:12]=[CH:11][C:5]=2[NH:6][S:7](=[O:10])(=[O:9])[N:8]=1.[CH3:23][NH:24][C:25]1[CH:26]=[C:27]([CH:31]=[CH:32][N:33]=1)[C:28](O)=[O:29], predict the reaction product. The product is: [NH2:2][C:3]1[C:4]2[C:14]([O:15][CH2:16][C@H:17]3[CH2:22][CH2:21][CH2:20][N:19]([C:28]([C:27]4[CH:31]=[CH:32][N:33]=[C:25]([NH:24][CH3:23])[CH:26]=4)=[O:29])[CH2:18]3)=[CH:13][CH:12]=[CH:11][C:5]=2[NH:6][S:7](=[O:9])(=[O:10])[N:8]=1.